Predict the product of the given reaction. From a dataset of Forward reaction prediction with 1.9M reactions from USPTO patents (1976-2016). Given the reactants [C:1]([C:4]1[CH:9]=[C:8]([Cl:10])[N:7]=[C:6]([N:11]2[CH2:16][CH2:15][CH:14]([NH:17][C:18]([C:20]3[NH:21][C:22]([CH3:27])=[C:23]([Cl:26])[C:24]=3[Cl:25])=[O:19])[CH2:13][CH2:12]2)[CH:5]=1)(=O)[CH3:2].N1C=CC=CC=1.Cl.[NH2:35][OH:36], predict the reaction product. The product is: [Cl:25][C:24]1[C:23]([Cl:26])=[C:22]([CH3:27])[NH:21][C:20]=1[C:18]([NH:17][CH:14]1[CH2:15][CH2:16][N:11]([C:6]2[CH:5]=[C:4](/[C:1](=[N:35]/[OH:36])/[CH3:2])[CH:9]=[C:8]([Cl:10])[N:7]=2)[CH2:12][CH2:13]1)=[O:19].